Task: Predict the reactants needed to synthesize the given product.. Dataset: Full USPTO retrosynthesis dataset with 1.9M reactions from patents (1976-2016) (1) The reactants are: CN(C=O)C.[C:6]([O:10][C:11](=[O:47])[NH:12][C:13]1([C:17]2[CH:22]=[CH:21][C:20]([C:23]3[N:24]=[C:25]4[CH:30]=[CH:29][C:28](B5OC(C)(C)C(C)(C)O5)=[CH:27][N:26]4[C:40]=3[C:41]3[CH:46]=[CH:45][CH:44]=[CH:43][CH:42]=3)=[CH:19][CH:18]=2)[CH2:16][CH2:15][CH2:14]1)([CH3:9])([CH3:8])[CH3:7].[CH2:48]([O:55][C:56]1[C:61](Br)=[CH:60][CH:59]=[CH:58][N:57]=1)[C:49]1[CH:54]=[CH:53][CH:52]=[CH:51][CH:50]=1.C(=O)([O-])[O-].[Na+].[Na+]. Given the product [C:6]([O:10][C:11](=[O:47])[NH:12][C:13]1([C:17]2[CH:22]=[CH:21][C:20]([C:23]3[N:24]=[C:25]4[CH:30]=[CH:29][C:28]([C:61]5[C:56]([O:55][CH2:48][C:49]6[CH:50]=[CH:51][CH:52]=[CH:53][CH:54]=6)=[N:57][CH:58]=[CH:59][CH:60]=5)=[CH:27][N:26]4[C:40]=3[C:41]3[CH:42]=[CH:43][CH:44]=[CH:45][CH:46]=3)=[CH:19][CH:18]=2)[CH2:14][CH2:15][CH2:16]1)([CH3:8])([CH3:7])[CH3:9], predict the reactants needed to synthesize it. (2) Given the product [C:54]([O:53][CH2:52][C@@H:24]1[C@@H:25]([O:44][CH2:45][C:46]2[CH:47]=[CH:48][CH:49]=[CH:50][CH:51]=2)[C@H:26]([O:36][CH2:37][C:38]2[CH:39]=[CH:40][CH:41]=[CH:42][CH:43]=2)[C@@H:27]([O:28][CH2:29][C:30]2[CH:31]=[CH:32][CH:33]=[CH:34][CH:35]=2)[C@H:22]([C:6]2[CH:7]=[C:8]([CH2:12][C:13]3[CH:14]=[CH:15][C:16]([O:19][CH2:20][CH3:21])=[CH:17][CH:18]=3)[C:9]([Cl:11])=[CH:10][C:5]=2[O:4][CH2:1][CH:2]=[CH2:3])[O:23]1)(=[O:67])[CH3:55], predict the reactants needed to synthesize it. The reactants are: [CH2:1]([O:4][C:5]1[CH:10]=[C:9]([Cl:11])[C:8]([CH2:12][C:13]2[CH:18]=[CH:17][C:16]([O:19][CH2:20][CH3:21])=[CH:15][CH:14]=2)=[CH:7][C:6]=1[C@H:22]1[C@H:27]([O:28][CH2:29][C:30]2[CH:35]=[CH:34][CH:33]=[CH:32][CH:31]=2)[C@@H:26]([O:36][CH2:37][C:38]2[CH:43]=[CH:42][CH:41]=[CH:40][CH:39]=2)[C@H:25]([O:44][CH2:45][C:46]2[CH:51]=[CH:50][CH:49]=[CH:48][CH:47]=2)[C@@H:24]([CH2:52][O:53][CH2:54][C:55]2C=CC=CC=2)[O:23]1)[CH:2]=[CH2:3].ClCCl.FC(F)(F)S(O[Si](C)(C)C)(=O)=[O:67]. (3) Given the product [CH3:19][O:18][C:15]1[CH:16]=[CH:17][C:12]([N:11]2[CH:10]=[C:9]([C:6]3[CH:7]=[CH:8][C:3]([O:2][CH3:1])=[CH:4][CH:5]=3)[NH:23][C:22]2=[S:21])=[CH:13][CH:14]=1, predict the reactants needed to synthesize it. The reactants are: [CH3:1][O:2][C:3]1[CH:8]=[CH:7][C:6]([C:9](=O)[CH2:10][NH:11][C:12]2[CH:17]=[CH:16][C:15]([O:18][CH3:19])=[CH:14][CH:13]=2)=[CH:5][CH:4]=1.[S-:21][C:22]#[N:23].[K+].Cl.O. (4) Given the product [NH2:1][C@@:2]([C:6]1[CH:15]=[CH:14][C:13]2[C:8](=[CH:9][CH:10]=[C:11]([O:19][C@H:20]3[CH2:21][CH2:22][C@H:23]([C:26]([CH3:29])([CH3:28])[CH3:27])[CH2:24][CH2:25]3)[C:12]=2[CH3:16])[CH:7]=1)([CH3:5])[CH2:3][OH:4], predict the reactants needed to synthesize it. The reactants are: [NH2:1][C@@:2]([C:6]1[CH:15]=[CH:14][C:13]2[C:8](=[CH:9][CH:10]=[C:11]([O:19][C@H:20]3[CH2:25][CH2:24][C@H:23]([C:26]([CH3:29])([CH3:28])[CH3:27])[CH2:22][CH2:21]3)[C:12]=2[CH:16]2CC2)[CH:7]=1)([CH3:5])[CH2:3][OH:4].C([C@H]1CC[C@H](OC2C(C)=C3C(=CC=2)C=C([C@]2(C)COC(=O)N2)C=C3)CC1)(C)(C)C. (5) Given the product [Br:11][C:7]1[S:6][C:5]([C:3]([N:24]2[CH2:29][CH2:28][O:27][CH2:26][CH2:25]2)=[O:4])=[CH:9][C:8]=1[CH3:10], predict the reactants needed to synthesize it. The reactants are: CO[C:3]([C:5]1[S:6][C:7]([Br:11])=[C:8]([CH3:10])[CH:9]=1)=[O:4].[OH-].[Na+].BrC1SC(C(O)=O)=CC=1C.[NH:24]1[CH2:29][CH2:28][O:27][CH2:26][CH2:25]1.CCN=C=NCCCN(C)C.Cl.C1C=CC2N(O)N=NC=2C=1. (6) Given the product [CH:14]1([C:11]2[C:3]3=[C:4]4[CH:10]=[CH:9][NH:8][C:5]4=[N:6][CH:7]=[C:2]3[O:13][N:12]=2)[CH2:19][CH2:18][CH2:17][CH2:16][CH2:15]1, predict the reactants needed to synthesize it. The reactants are: Cl[C:2]1[C:3]([C:11]([CH:14]2[CH2:19][CH2:18][CH2:17][CH2:16][CH2:15]2)=[N:12][OH:13])=[C:4]2[CH:10]=[CH:9][NH:8][C:5]2=[N:6][CH:7]=1.CC(C)([O-])C.[K+].